From a dataset of Full USPTO retrosynthesis dataset with 1.9M reactions from patents (1976-2016). Predict the reactants needed to synthesize the given product. (1) The reactants are: [CH3:1][C:2]1[N:7]=[CH:6][C:5]([OH:8])=[CH:4][CH:3]=1.[OH-].[Na+].[I:11]I.Cl. Given the product [I:11][C:6]1[C:5]([OH:8])=[CH:4][CH:3]=[C:2]([CH3:1])[N:7]=1, predict the reactants needed to synthesize it. (2) Given the product [F:1][C:2]1[C:7]([O:8][CH3:9])=[CH:6][C:5]([O:10][CH3:11])=[C:4]([F:12])[C:3]=1[N:13]1[CH2:18][C:17]2[CH:19]=[N:20][C:21]3[NH:25][C:24]([CH2:35][C:36]4[CH:37]=[N:38][N:39]([CH3:41])[CH:40]=4)=[CH:23][C:22]=3[C:16]=2[N:15]([CH3:42])[C:14]1=[O:43], predict the reactants needed to synthesize it. The reactants are: [F:1][C:2]1[C:7]([O:8][CH3:9])=[CH:6][C:5]([O:10][CH3:11])=[C:4]([F:12])[C:3]=1[N:13]1[CH2:18][C:17]2[CH:19]=[N:20][C:21]3[N:25](S(C4C=CC=CC=4)(=O)=O)[C:24]([CH2:35][C:36]4[CH:37]=[N:38][N:39]([CH3:41])[CH:40]=4)=[CH:23][C:22]=3[C:16]=2[N:15]([CH3:42])[C:14]1=[O:43].CC(C)([O-])C.[K+]. (3) Given the product [CH3:1][C:2]1[O:6][N:5]=[C:4]([C:7]2[CH:8]=[CH:9][N:10]=[CH:11][CH:12]=2)[C:3]=1[CH2:13][O:14][C:15]1[CH:23]=[CH:22][C:18]([C:19]([NH:52][CH2:51][C:50]([F:54])([F:53])[F:49])=[O:21])=[CH:17][N:16]=1, predict the reactants needed to synthesize it. The reactants are: [CH3:1][C:2]1[O:6][N:5]=[C:4]([C:7]2[CH:12]=[CH:11][N:10]=[CH:9][CH:8]=2)[C:3]=1[CH2:13][O:14][C:15]1[CH:23]=[CH:22][C:18]([C:19]([OH:21])=O)=[CH:17][N:16]=1.COC(=O)C1C=CC(OCC2C(C3C=CC=C(F)C=3)=NOC=2C)=NC=1.[F:49][C:50]([F:54])([F:53])[CH2:51][NH2:52].